Dataset: Full USPTO retrosynthesis dataset with 1.9M reactions from patents (1976-2016). Task: Predict the reactants needed to synthesize the given product. Given the product [OH:1][CH:2]1[CH2:3][CH2:4][N:5]([C:8]([N:10]2[CH2:15][CH:14]([C:16]3[CH:21]=[CH:20][C:19]([O:22][C:23]([F:26])([F:24])[F:25])=[CH:18][CH:17]=3)[CH2:13][CH:12]([C:27]3[O:29][N:33]=[C:32]([C:34]4[CH:39]=[N:38][CH:37]=[CH:36][N:35]=4)[N:31]=3)[CH2:11]2)=[O:9])[CH2:6][CH2:7]1, predict the reactants needed to synthesize it. The reactants are: [OH:1][CH:2]1[CH2:7][CH2:6][N:5]([C:8]([N:10]2[CH2:15][CH:14]([C:16]3[CH:21]=[CH:20][C:19]([O:22][C:23]([F:26])([F:25])[F:24])=[CH:18][CH:17]=3)[CH2:13][CH:12]([C:27]([OH:29])=O)[CH2:11]2)=[O:9])[CH2:4][CH2:3]1.O[N:31]=[C:32]([C:34]1[CH:39]=[N:38][CH:37]=[CH:36][N:35]=1)[NH2:33].